This data is from Catalyst prediction with 721,799 reactions and 888 catalyst types from USPTO. The task is: Predict which catalyst facilitates the given reaction. (1) Reactant: [Cl:1][C:2]1[C:7]2[N:8]=[CH:9][N:10]([CH2:11][CH3:12])[C:6]=2[CH:5]=[CH:4][N:3]=1.[Li]CCCC.CN([CH:21]=[O:22])C. Product: [Cl:1][C:2]1[C:7]2[N:8]=[C:9]([CH:21]=[O:22])[N:10]([CH2:11][CH3:12])[C:6]=2[CH:5]=[CH:4][N:3]=1. The catalyst class is: 1. (2) The catalyst class is: 7. Product: [CH2:12]([O:19][C:20]1[CH:21]=[C:22]([C:23]2[CH2:1][C:2]([CH2:7][C:8]([O:10][CH3:11])=[O:9])([C:3]([O:5][CH3:6])=[O:4])[O:25][N:24]=2)[CH:26]=[CH:27][C:28]=1[O:29][CH2:30][C:31]1[CH:32]=[CH:33][CH:34]=[CH:35][CH:36]=1)[C:13]1[CH:18]=[CH:17][CH:16]=[CH:15][CH:14]=1. Reactant: [CH2:1]=[C:2]([CH2:7][C:8]([O:10][CH3:11])=[O:9])[C:3]([O:5][CH3:6])=[O:4].[CH2:12]([O:19][C:20]1[CH:21]=[C:22]([CH:26]=[CH:27][C:28]=1[O:29][CH2:30][C:31]1[CH:36]=[CH:35][CH:34]=[CH:33][CH:32]=1)[CH:23]=[N:24][OH:25])[C:13]1[CH:18]=[CH:17][CH:16]=[CH:15][CH:14]=1.Cl[O-].[Na+]. (3) Reactant: [CH3:1][C:2]1([CH3:29])[C:11]2[C:6](=[CH:7][C:8]([CH3:26])=[C:9]([C:12]3[CH:13]=[C:14](/[CH:19]=[CH:20]/[C:21]([O:23]CC)=[O:22])[CH:15]=[N:16][C:17]=3[CH3:18])[CH:10]=2)[C:5]([CH3:28])([CH3:27])[CH2:4][CH2:3]1.[OH-].[K+].Cl. Product: [CH3:1][C:2]1([CH3:29])[C:11]2[C:6](=[CH:7][C:8]([CH3:26])=[C:9]([C:12]3[CH:13]=[C:14](/[CH:19]=[CH:20]/[C:21]([OH:23])=[O:22])[CH:15]=[N:16][C:17]=3[CH3:18])[CH:10]=2)[C:5]([CH3:28])([CH3:27])[CH2:4][CH2:3]1. The catalyst class is: 24.